Dataset: Forward reaction prediction with 1.9M reactions from USPTO patents (1976-2016). Task: Predict the product of the given reaction. (1) Given the reactants [C:1]([CH2:4][C:5]1([C:24]([OH:26])=[O:25])[O:9][N:8]=[C:7]([C:10]2[CH:15]=[CH:14][C:13]([O:16][CH3:17])=[C:12]([O:18][CH:19]3[CH2:23][CH2:22][CH2:21][CH2:20]3)[CH:11]=2)[CH2:6]1)([OH:3])=[O:2], predict the reaction product. The product is: [C:1]([CH2:4][C:5]1([C:24]([OH:26])=[O:25])[O:9][N:8]=[C:7]([C:10]2[CH:15]=[CH:14][C:13]([O:16][CH3:17])=[C:12]([O:18][CH:19]3[CH2:20][C:21]4[C:22](=[CH:1][CH:4]=[CH:5][CH:6]=4)[CH2:23]3)[CH:11]=2)[CH2:6]1)([OH:3])=[O:2]. (2) Given the reactants C([O:5][C:6](=[O:18])[C:7]1[CH:12]=[C:11]([CH3:13])[N:10]=[C:9]([CH2:14][CH2:15][CH:16]=[CH2:17])[CH:8]=1)(C)(C)C.[ClH:19], predict the reaction product. The product is: [ClH:19].[CH2:14]([C:9]1[CH:8]=[C:7]([CH:12]=[C:11]([CH3:13])[N:10]=1)[C:6]([OH:18])=[O:5])[CH2:15][CH:16]=[CH2:17].